This data is from Catalyst prediction with 721,799 reactions and 888 catalyst types from USPTO. The task is: Predict which catalyst facilitates the given reaction. (1) Reactant: [CH2:1]([C:3]1[CH:8]=[CH:7][C:6]([S:9](Cl)(=[O:11])=[O:10])=[CH:5][CH:4]=1)[CH3:2].[Cl:13][C:14]1[CH:20]=[CH:19][C:17]([NH2:18])=[CH:16][CH:15]=1.O. Product: [Cl:13][C:14]1[CH:20]=[CH:19][C:17]([NH:18][S:9]([C:6]2[CH:7]=[CH:8][C:3]([CH2:1][CH3:2])=[CH:4][CH:5]=2)(=[O:11])=[O:10])=[CH:16][CH:15]=1. The catalyst class is: 17. (2) Reactant: COC1C=CC(C[O:8][C:9]2[N:18]=[C:17]([O:19]CC3C=CC(OC)=CC=3)[C:16]3[C:11](=[CH:12][C:13]([N:29]4[CH2:34][CH2:33][O:32][CH2:31][CH2:30]4)=[CH:14][CH:15]=3)[N:10]=2)=CC=1. Product: [N:29]1([C:13]2[CH:12]=[C:11]3[C:16]([C:17](=[O:19])[NH:18][C:9](=[O:8])[NH:10]3)=[CH:15][CH:14]=2)[CH2:34][CH2:33][O:32][CH2:31][CH2:30]1. The catalyst class is: 89.